This data is from Catalyst prediction with 721,799 reactions and 888 catalyst types from USPTO. The task is: Predict which catalyst facilitates the given reaction. (1) Reactant: [F:1][C:2]1[CH:7]=[CH:6][C:5]([SH:8])=[CH:4][CH:3]=1.C(=O)([O-])[O-].[K+].[K+].[F:15][C:16]1[CH:17]=[C:18]([CH:21]=[CH:22][C:23]=1F)[CH:19]=[O:20]. Product: [F:15][C:16]1[CH:17]=[C:18]([CH:21]=[CH:22][C:23]=1[S:8][C:5]1[CH:6]=[CH:7][C:2]([F:1])=[CH:3][CH:4]=1)[CH:19]=[O:20]. The catalyst class is: 9. (2) Reactant: [OH-].[Na+].[O:3]=[C:4]1[C:12]2[C:7](=[CH:8][C:9](/[CH:13]=[CH:14]/[C:15]([O:17]CC)=[O:16])=[CH:10][CH:11]=2)[CH2:6][CH2:5]1.Cl. Product: [O:3]=[C:4]1[C:12]2[C:7](=[CH:8][C:9](/[CH:13]=[CH:14]/[C:15]([OH:17])=[O:16])=[CH:10][CH:11]=2)[CH2:6][CH2:5]1. The catalyst class is: 5. (3) Reactant: C1([O:7][C:8](=O)[NH:9][C:10]2[CH:15]=[CH:14][C:13]([O:16][C:17]3[C:26]4[C:21](=[CH:22][C:23]([O:29][CH3:30])=[C:24]([O:27][CH3:28])[CH:25]=4)[N:20]=[CH:19][CH:18]=3)=[CH:12][CH:11]=2)C=CC=CC=1.[NH2:32][C:33]1[S:34][CH:35]=[CH:36][N:37]=1.C(OCC)(=O)C.O. Product: [CH3:28][O:27][C:24]1[CH:25]=[C:26]2[C:21](=[CH:22][C:23]=1[O:29][CH3:30])[N:20]=[CH:19][CH:18]=[C:17]2[O:16][C:13]1[CH:14]=[CH:15][C:10]([NH:9][C:8]([NH:32][C:33]2[S:34][CH:35]=[CH:36][N:37]=2)=[O:7])=[CH:11][CH:12]=1. The catalyst class is: 376. (4) Reactant: [F:1][C:2]1[CH:7]=[CH:6][C:5]([C:8]([CH:10]2[CH2:15][CH2:14][NH:13][CH2:12][CH2:11]2)=[O:9])=[CH:4][CH:3]=1.FC1(F)C2C(=CC=CC=2)N(C2CCNCC2)C1=O.[CH3:34][CH:35]([CH3:48])[CH2:36][CH2:37][NH:38][C:39]([C:41]1[N:42]=[N:43][C:44](Cl)=[CH:45][CH:46]=1)=[O:40]. Product: [CH3:34][CH:35]([CH3:48])[CH2:36][CH2:37][NH:38][C:39]([C:41]1[N:42]=[N:43][C:44]([N:13]2[CH2:14][CH2:15][CH:10]([C:8](=[O:9])[C:5]3[CH:6]=[CH:7][C:2]([F:1])=[CH:3][CH:4]=3)[CH2:11][CH2:12]2)=[CH:45][CH:46]=1)=[O:40]. The catalyst class is: 3. (5) Reactant: [CH:1]1([C:4]2[C:5]([O:26][CH2:27][CH:28]3[CH2:30][CH2:29]3)=[CH:6][C:7]([C:10]3[N:14]=[C:13]([C:15]4([NH:19]C(=O)C(F)(F)F)[CH2:18][O:17][CH2:16]4)[O:12][N:11]=3)=[N:8][CH:9]=2)[CH2:3][CH2:2]1.CO. Product: [CH:1]1([C:4]2[C:5]([O:26][CH2:27][CH:28]3[CH2:29][CH2:30]3)=[CH:6][C:7]([C:10]3[N:14]=[C:13]([C:15]4([NH2:19])[CH2:18][O:17][CH2:16]4)[O:12][N:11]=3)=[N:8][CH:9]=2)[CH2:3][CH2:2]1. The catalyst class is: 328. (6) Reactant: CN(C(ON1N=NC2C=CC=CC1=2)=[N+](C)C)C.F[P-](F)(F)(F)(F)F.C1C=CC2N(O)N=NC=2C=1.O.Cl.[NH2:37][CH:38]1[C:44]2([CH2:49][CH2:48][O:47][CH2:46][CH2:45]2)[O:43][C:42]2[CH:50]=[CH:51][CH:52]=[CH:53][C:41]=2[NH:40][C:39]1=[O:54].[N:55]([C:62]([O:64][C:65]([CH3:68])([CH3:67])[CH3:66])=[O:63])([CH3:61])[C@H:56]([C:58](O)=[O:59])[CH3:57]. Product: [CH3:61][N:55]([C@@H:56]([CH3:57])[C:58](=[O:59])[NH:37][C@H:38]1[C:44]2([CH2:45][CH2:46][O:47][CH2:48][CH2:49]2)[O:43][C:42]2[CH:50]=[CH:51][CH:52]=[CH:53][C:41]=2[NH:40][C:39]1=[O:54])[C:62](=[O:63])[O:64][C:65]([CH3:68])([CH3:66])[CH3:67]. The catalyst class is: 163. (7) Reactant: [Cl:1][C:2]1[CH:3]=[C:4]([C:33]2[CH:38]=[CH:37][C:36]([C:39]([OH:41])=O)=[CH:35][CH:34]=2)[CH:5]=[C:6]([Cl:32])[C:7]=1[CH2:8][C@@H:9]1[CH2:13][CH2:12][N:11]([N:14]2[CH2:19][CH2:18][CH:17]([O:20][Si:21]([CH:28]([CH3:30])[CH3:29])([CH:25]([CH3:27])[CH3:26])[CH:22]([CH3:24])[CH3:23])[CH2:16][CH2:15]2)[C:10]1=[O:31].C(N1C=CN=C1)(N1C=CN=C1)=O.Cl.[F:55][C:56]1([F:62])[CH2:61][CH2:60][NH:59][CH2:58][CH2:57]1.C(N(C(C)C)CC)(C)C. Product: [Cl:32][C:6]1[CH:5]=[C:4]([C:33]2[CH:34]=[CH:35][C:36]([C:39]([N:59]3[CH2:60][CH2:61][C:56]([F:62])([F:55])[CH2:57][CH2:58]3)=[O:41])=[CH:37][CH:38]=2)[CH:3]=[C:2]([Cl:1])[C:7]=1[CH2:8][C@@H:9]1[CH2:13][CH2:12][N:11]([N:14]2[CH2:15][CH2:16][CH:17]([O:20][Si:21]([CH:25]([CH3:26])[CH3:27])([CH:22]([CH3:24])[CH3:23])[CH:28]([CH3:29])[CH3:30])[CH2:18][CH2:19]2)[C:10]1=[O:31]. The catalyst class is: 124. (8) Reactant: CS(Cl)(=O)=O.[F:6][C:7]1[CH:12]=[CH:11][C:10]([NH:13][C:14]([C:16]2[O:20][C:19]([CH3:21])=[N:18][C:17]=2[CH3:22])=[O:15])=[CH:9][C:8]=1[C:23]1[N:24]=[C:25]2[N:30]=[CH:29][C:28]([C:31]#[C:32][CH2:33][CH2:34]O)=[CH:27][N:26]2[CH:36]=1.[NH:37]1[CH2:42][CH2:41][O:40][CH2:39][CH2:38]1. Product: [F:6][C:7]1[CH:12]=[CH:11][C:10]([NH:13][C:14]([C:16]2[O:20][C:19]([CH3:21])=[N:18][C:17]=2[CH3:22])=[O:15])=[CH:9][C:8]=1[C:23]1[N:24]=[C:25]2[N:30]=[CH:29][C:28]([C:31]#[C:32][CH2:33][CH2:34][N:37]3[CH2:42][CH2:41][O:40][CH2:39][CH2:38]3)=[CH:27][N:26]2[CH:36]=1. The catalyst class is: 17.